Dataset: Full USPTO retrosynthesis dataset with 1.9M reactions from patents (1976-2016). Task: Predict the reactants needed to synthesize the given product. (1) Given the product [CH3:16][N:13]1[CH2:14][CH2:15][N:10]([C:5]2[CH:4]=[CH:3][C:2]([B:20]3[O:21][C:22]([CH3:24])([CH3:23])[C:18]([CH3:34])([CH3:17])[O:19]3)=[CH:9][C:6]=2[C:7]#[N:8])[CH2:11][CH2:12]1, predict the reactants needed to synthesize it. The reactants are: Br[C:2]1[CH:3]=[CH:4][C:5]([N:10]2[CH2:15][CH2:14][N:13]([CH3:16])[CH2:12][CH2:11]2)=[C:6]([CH:9]=1)[C:7]#[N:8].[CH3:17][C:18]1([CH3:34])[C:22]([CH3:24])([CH3:23])[O:21][B:20]([B:20]2[O:21][C:22]([CH3:24])([CH3:23])[C:18]([CH3:34])([CH3:17])[O:19]2)[O:19]1.C([O-])(=O)C.[K+].ClCCl. (2) Given the product [CH3:29][O:30][C:31]1[CH:32]=[C:33]([CH:56]=[CH:57][CH:58]=1)[CH2:34][N:35]1[C:43]2[C:38](=[CH:39][CH:40]=[CH:41][C:42]=2[CH2:44][CH2:45][C:46]2[CH:47]=[CH:48][C:49]([C:50]([OH:52])=[O:51])=[CH:54][CH:55]=2)[CH:37]=[CH:36]1, predict the reactants needed to synthesize it. The reactants are: FC1C=C(C=CC=1)CN1C2C(=CC=CC=2CCC2C=CC(C(O)=O)=CC=2)CC1.[CH3:29][O:30][C:31]1[CH:32]=[C:33]([CH:56]=[CH:57][CH:58]=1)[CH2:34][N:35]1[C:43]2[C:38](=[CH:39][CH:40]=[CH:41][C:42]=2[CH2:44][CH2:45][C:46]2[CH:55]=[CH:54][C:49]([C:50]([O:52]C)=[O:51])=[CH:48][CH:47]=2)[CH:37]=[CH:36]1.[Li+].[OH-]. (3) Given the product [Br:7][C:8]1[N:12]([CH3:1])[CH:11]=[C:10]([C:13]([O:15][CH3:16])=[O:14])[CH:9]=1, predict the reactants needed to synthesize it. The reactants are: [CH3:1]C([O-])(C)C.[K+].[Br:7][C:8]1[NH:12][CH:11]=[C:10]([C:13]([O:15][CH3:16])=[O:14])[CH:9]=1.CI.